Dataset: Forward reaction prediction with 1.9M reactions from USPTO patents (1976-2016). Task: Predict the product of the given reaction. Given the reactants Cl.Br[C:3]1[CH:12]=[CH:11][CH:10]=[C:9]2[C:4]=1[CH2:5][CH2:6][NH:7][CH2:8]2.[CH3:13][N:14]1[C:18]([C:19]2[CH:24]=[C:23]([C:25]([F:28])([F:27])[F:26])[CH:22]=[CH:21][C:20]=2B(O)O)=[CH:17][CH:16]=[N:15]1.P([O-])([O-])([O-])=O.[K+].[K+].[K+], predict the reaction product. The product is: [CH3:13][N:14]1[C:18]([C:19]2[CH:24]=[C:23]([C:25]([F:26])([F:27])[F:28])[CH:22]=[CH:21][C:20]=2[C:3]2[CH:12]=[CH:11][CH:10]=[C:9]3[C:4]=2[CH2:5][CH2:6][NH:7][CH2:8]3)=[CH:17][CH:16]=[N:15]1.